This data is from Reaction yield outcomes from USPTO patents with 853,638 reactions. The task is: Predict the reaction yield, written as a fraction of the theoretical maximum amount of product (1.0 means a 100% yield; for example, 0.34 means a 34% yield). (1) The reactants are [C:1]1([CH3:15])[CH:6]=[C:5]([CH3:7])[CH:4]=[C:3]([CH3:8])[C:2]=1[O:9][C@@H:10]([CH3:14])[C:11]([OH:13])=O.C([N:19](C(C)C)CC)(C)C.N[N:26]([CH:34]=[NH:35])[C:27](=[O:33])[O:28][C:29]([CH3:32])([CH3:31])[CH3:30].O.ON1C2C=CC=CC=2N=N1.F[P-](F)(F)(F)(F)F.N1(OC(N(C)C)=[N+](C)C)C2C=CC=CC=2N=N1. The catalyst is CN(C)C=O.C(OCC)(=O)C. The product is [NH:19]=[C:34]([NH:26][C:27](=[O:33])[O:28][C:29]([CH3:32])([CH3:31])[CH3:30])[NH:35][C:11](=[O:13])[C@@H:10]([O:9][C:2]1[C:1]([CH3:15])=[CH:6][C:5]([CH3:7])=[CH:4][C:3]=1[CH3:8])[CH3:14]. The yield is 0.910. (2) The reactants are C([N:8]1[CH2:13][CH2:12][CH:11]([C:14]2[CH:19]=[CH:18][C:17]([Cl:20])=[CH:16][CH:15]=2)[C:10]([CH3:22])([CH3:21])[CH2:9]1)C1C=CC=CC=1.ClC(OC(Cl)C)=O. The catalyst is ClC(Cl)C. The product is [Cl:20][C:17]1[CH:18]=[CH:19][C:14]([CH:11]2[CH2:12][CH2:13][NH:8][CH2:9][C:10]2([CH3:22])[CH3:21])=[CH:15][CH:16]=1. The yield is 0.713. (3) The yield is 0.630. The reactants are [CH3:1][C:2]1[C:10]2[C:5](=[CH:6][CH:7]=[C:8]([C:11]3[CH2:16][CH2:15][N:14]([C:17]([O:19][C:20]([CH3:23])([CH3:22])[CH3:21])=[O:18])[CH2:13][CH:12]=3)[CH:9]=2)[NH:4][CH:3]=1. The catalyst is [Pd].CO. The product is [CH3:1][C:2]1[C:10]2[C:5](=[CH:6][CH:7]=[C:8]([CH:11]3[CH2:12][CH2:13][N:14]([C:17]([O:19][C:20]([CH3:23])([CH3:22])[CH3:21])=[O:18])[CH2:15][CH2:16]3)[CH:9]=2)[NH:4][CH:3]=1. (4) The yield is 0.600. The reactants are I/[CH:2]=[CH:3]/[C:4]1[CH:13]=[CH:12][C:7]([C:8]([O:10][CH3:11])=[O:9])=[CH:6][CH:5]=1.[CH:14]([NH:17][CH:18]([CH3:20])C)([CH3:16])C. The product is [O:9]1[CH2:20][CH2:18][N:17]([CH2:14][C:16]2[CH:6]=[CH:5][C:4]([C:13]#[C:12]/[CH:2]=[CH:3]/[C:4]3[CH:13]=[CH:12][C:7]([C:8]([O:10][CH3:11])=[O:9])=[CH:6][CH:5]=3)=[CH:3][CH:2]=2)[CH2:7][CH2:8]1. The catalyst is C(N(CC)CC)C.CCOC(C)=O.Cl[Pd](Cl)([P](C1C=CC=CC=1)(C1C=CC=CC=1)C1C=CC=CC=1)[P](C1C=CC=CC=1)(C1C=CC=CC=1)C1C=CC=CC=1.